This data is from Catalyst prediction with 721,799 reactions and 888 catalyst types from USPTO. The task is: Predict which catalyst facilitates the given reaction. (1) Reactant: [O:1]1[CH:5]=[CH:4][CH:3]=[C:2]1[C:6]1[N:11]=[C:10]2[NH:12][C:13](=[O:15])[NH:14][C:9]2=[CH:8][C:7]=1[C:16]1[CH:21]=[CH:20][N:19]=[CH:18][N:17]=1.[Br:22]Br. Product: [Br:22][C:5]1[O:1][C:2]([C:6]2[N:11]=[C:10]3[NH:12][C:13](=[O:15])[NH:14][C:9]3=[CH:8][C:7]=2[C:16]2[CH:21]=[CH:20][N:19]=[CH:18][N:17]=2)=[CH:3][CH:4]=1. The catalyst class is: 15. (2) Reactant: C(O[C:6](=O)[N:7]([CH2:9][C:10]1[CH:14]=[C:13]([C:15]2[CH:20]=[CH:19][CH:18]=[CH:17][CH:16]=2)[N:12]([S:21]([C:24]2[CH:25]=[N:26][CH:27]=[C:28]([Br:30])[CH:29]=2)(=[O:23])=[O:22])[CH:11]=1)C)(C)(C)C.C(OCC)(=O)C.[ClH:38]. Product: [ClH:38].[Br:30][C:28]1[CH:29]=[C:24]([S:21]([N:12]2[C:13]([C:15]3[CH:20]=[CH:19][CH:18]=[CH:17][CH:16]=3)=[CH:14][C:10]([CH2:9][NH:7][CH3:6])=[CH:11]2)(=[O:22])=[O:23])[CH:25]=[N:26][CH:27]=1. The catalyst class is: 8. (3) Reactant: Cl[C:2]1[CH:7]=[C:6]([Cl:8])[N:5]=[C:4]([C:9]([O:11][CH3:12])=[O:10])[C:3]=1[O:13][CH3:14].[N-:15]=[N+]=[N-].[Na+].CCOC(C)=O.[BH4-].[Na+]. Product: [NH2:15][C:2]1[CH:7]=[C:6]([Cl:8])[N:5]=[C:4]([C:9]([O:11][CH3:12])=[O:10])[C:3]=1[O:13][CH3:14]. The catalyst class is: 35.